Predict the product of the given reaction. From a dataset of Forward reaction prediction with 1.9M reactions from USPTO patents (1976-2016). (1) The product is: [Cl:1][C:2]1[N:7]=[C:6]([S:32]([CH3:36])(=[O:34])=[O:31])[N:5]=[C:4]([N:10]2[CH:15]([C:16]([F:18])([F:19])[F:17])[CH2:14][CH2:13][CH:12]([C:20]([NH:22][CH2:23][C:24]3[CH:25]=[CH:26][CH:27]=[CH:28][CH:29]=3)=[O:21])[CH2:11]2)[CH:3]=1. Given the reactants [Cl:1][C:2]1[N:7]=[C:6](SC)[N:5]=[C:4]([N:10]2[C@H:15]([C:16]([F:19])([F:18])[F:17])[CH2:14][CH2:13][C@H:12]([C:20]([NH:22][CH2:23][C:24]3[CH:29]=[CH:28][CH:27]=[CH:26][CH:25]=3)=[O:21])[CH2:11]2)[CH:3]=1.O[O:31][S:32]([O-:34])=O.[K+].[CH3:36]O, predict the reaction product. (2) The product is: [Cl:31][C:27]1[CH:28]=[C:29]2[C:24]([CH:23]=[CH:22][C:21](/[CH:20]=[CH:19]/[C:17]3[CH:18]=[C:13]([C@H:12]([S:32][CH2:33][C:34]4([CH2:37][C:38]([O-:40])=[O:39])[CH2:35][CH2:36]4)[CH2:11][CH2:10][C:9]4[CH:8]=[CH:7][CH:6]=[CH:5][C:4]=4[C:2]([OH:41])([CH3:3])[CH3:1])[CH:14]=[CH:15][CH:16]=3)=[N:30]2)=[CH:25][CH:26]=1.[Na+:43]. Given the reactants [CH3:1][C:2]([OH:41])([C:4]1[CH:5]=[CH:6][CH:7]=[CH:8][C:9]=1[CH2:10][CH2:11][C@@H:12]([S:32][CH2:33][C:34]1([CH2:37][C:38]([OH:40])=[O:39])[CH2:36][CH2:35]1)[C:13]1[CH:14]=[CH:15][CH:16]=[C:17](/[CH:19]=[CH:20]/[C:21]2[CH:22]=[CH:23][C:24]3[CH:25]=[CH:26][C:27]([Cl:31])=[CH:28][C:29]=3[N:30]=2)[CH:18]=1)[CH3:3].[OH-].[Na+:43].CCCCCCC, predict the reaction product. (3) Given the reactants [NH:1]1[CH2:4][CH:3]([N:5]2[CH2:10][CH2:9][O:8][CH2:7][CH2:6]2)[CH2:2]1.CCN(CC)CC.[CH:18]([N:21]1[C:25]([C:26]2[N:35]=[C:34]3[N:28]([CH2:29][CH2:30][O:31][C:32]4[CH:39]=[CH:38][C:37]([S:40](Cl)(=[O:42])=[O:41])=[CH:36][C:33]=43)[CH:27]=2)=[N:24][CH:23]=[N:22]1)([CH3:20])[CH3:19], predict the reaction product. The product is: [CH:18]([N:21]1[C:25]([C:26]2[N:35]=[C:34]3[C:33]4[CH:36]=[C:37]([S:40]([N:1]5[CH2:4][CH:3]([N:5]6[CH2:10][CH2:9][O:8][CH2:7][CH2:6]6)[CH2:2]5)(=[O:42])=[O:41])[CH:38]=[CH:39][C:32]=4[O:31][CH2:30][CH2:29][N:28]3[CH:27]=2)=[N:24][CH:23]=[N:22]1)([CH3:20])[CH3:19]. (4) Given the reactants [O:1]1CCO[CH:2]1[C:6]1[S:10][C:9]([CH3:11])=[C:8]([C@H:12]2[C:21]3[C:16](=[CH:17][CH:18]=[CH:19][CH:20]=3)[CH2:15][CH2:14][O:13]2)[CH:7]=1.Cl, predict the reaction product. The product is: [C@H:12]1([C:8]2[CH:7]=[C:6]([CH:2]=[O:1])[S:10][C:9]=2[CH3:11])[C:21]2[C:16](=[CH:17][CH:18]=[CH:19][CH:20]=2)[CH2:15][CH2:14][O:13]1. (5) Given the reactants [NH2:1][C:2]1[N:7]=[CH:6][N:5]=[C:4]2[N:8]([CH:12]3[CH2:16][CH2:15][N:14]([C:17](=[O:22])[CH2:18][N:19]([CH3:21])[CH3:20])[CH2:13]3)[N:9]=[C:10](I)[C:3]=12.CC1(C)C(C)(C)OB([C:31]2[CH:36]=[CH:35][C:34]([NH:37][C:38]3[O:39][C:40]4[C:46]([CH3:47])=[CH:45][C:44]([CH3:48])=[CH:43][C:41]=4[N:42]=3)=[CH:33][CH:32]=2)O1.NC1N=CN=C2N([C@H]3CC[C@@H](N4CCN(C)CC4)CC3)N=C(C3C=CC(NC4OC5C=CC=CC=5N=4)=C(F)C=3)C=12, predict the reaction product. The product is: [NH2:1][C:2]1[N:7]=[CH:6][N:5]=[C:4]2[N:8]([CH:12]3[CH2:16][CH2:15][N:14]([C:17](=[O:22])[CH2:18][N:19]([CH3:21])[CH3:20])[CH2:13]3)[N:9]=[C:10]([C:31]3[CH:32]=[CH:33][C:34]([NH:37][C:38]4[O:39][C:40]5[C:46]([CH3:47])=[CH:45][C:44]([CH3:48])=[CH:43][C:41]=5[N:42]=4)=[CH:35][CH:36]=3)[C:3]=12. (6) Given the reactants [CH3:1][C:2]1[CH:7]=[CH:6][C:5]([CH:8]([C:12]2[CH:17]=[CH:16][C:15]([CH3:18])=[CH:14][CH:13]=2)[C:9]([OH:11])=O)=[CH:4][CH:3]=1.[NH2:19][CH2:20][CH2:21][CH2:22][N:23]1[CH2:28][CH2:27][CH:26]([C:29]2[CH:30]=[C:31]([NH:36][C:37](=[O:41])[CH:38]([CH3:40])[CH3:39])[CH:32]=[CH:33][C:34]=2[F:35])[CH2:25][CH2:24]1.Cl, predict the reaction product. The product is: [CH3:18][C:15]1[CH:16]=[CH:17][C:12]([CH:8]([C:5]2[CH:4]=[CH:3][C:2]([CH3:1])=[CH:7][CH:6]=2)[C:9]([NH:19][CH2:20][CH2:21][CH2:22][N:23]2[CH2:28][CH2:27][CH:26]([C:29]3[CH:30]=[C:31]([NH:36][C:37](=[O:41])[CH:38]([CH3:39])[CH3:40])[CH:32]=[CH:33][C:34]=3[F:35])[CH2:25][CH2:24]2)=[O:11])=[CH:13][CH:14]=1. (7) Given the reactants [NH2:1][C:2]1[CH:3]=[C:4]2[C:9](=[CH:10][C:11]=1[O:12][CH3:13])[N:8]=[C:7]([NH:14][CH2:15][CH2:16][OH:17])[CH:6]=[CH:5]2.[C:18]([Si:22]([CH3:25])([CH3:24])Cl)([CH3:21])([CH3:20])[CH3:19].N1C=CN=C1, predict the reaction product. The product is: [C:18]([Si:22]([CH3:25])([CH3:24])[O:17][CH2:16][CH2:15][NH:14][C:7]1[CH:6]=[CH:5][C:4]2[C:9](=[CH:10][C:11]([O:12][CH3:13])=[C:2]([NH2:1])[CH:3]=2)[N:8]=1)([CH3:21])([CH3:20])[CH3:19]. (8) The product is: [Br:8][C:4]1[CH:3]=[C:2]([N:9]2[CH2:13][CH2:12][CH:11]([OH:14])[CH2:10]2)[CH:7]=[CH:6][CH:5]=1. Given the reactants Br[C:2]1[CH:7]=[CH:6][CH:5]=[C:4]([Br:8])[CH:3]=1.[NH:9]1[CH2:13][CH2:12][CH:11]([OH:14])[CH2:10]1.CC([O-])(C)C.[K+], predict the reaction product. (9) Given the reactants [CH:1](=O)[C:2]1[CH:7]=[CH:6][CH:5]=[CH:4][CH:3]=1.[CH2:9]([N+:16]#[C-:17])[C:10]1[CH:15]=[CH:14][CH:13]=[CH:12][CH:11]=1.[O:18]([C:20]#[N:21])[K].[Cl:22][C:23]1[CH:29]=[CH:28][C:26]([NH2:27])=[CH:25][CH:24]=1.Cl.[NH+]1C=CC=CC=1, predict the reaction product. The product is: [CH2:9]([NH:16][C:17]1[CH:1]([C:2]2[CH:7]=[CH:6][CH:5]=[CH:4][CH:3]=2)[N:27]([C:26]2[CH:28]=[CH:29][C:23]([Cl:22])=[CH:24][CH:25]=2)[C:20](=[O:18])[N:21]=1)[C:10]1[CH:15]=[CH:14][CH:13]=[CH:12][CH:11]=1.